Dataset: Full USPTO retrosynthesis dataset with 1.9M reactions from patents (1976-2016). Task: Predict the reactants needed to synthesize the given product. (1) Given the product [OH:27][NH:26][C:18]([C:16]1[CH:15]=[CH:14][C:12]2[CH2:13][N:7]([C:5]([CH:3]3[CH2:4][O:1][CH2:2]3)=[O:6])[C@@H:8]([C:22]([F:25])([F:24])[F:23])[CH2:9][O:10][C:11]=2[CH:17]=1)=[O:19], predict the reactants needed to synthesize it. The reactants are: [O:1]1[CH2:4][CH:3]([C:5]([N:7]2[CH2:13][C:12]3[CH:14]=[CH:15][C:16]([C:18](OC)=[O:19])=[CH:17][C:11]=3[O:10][CH2:9][C@@H:8]2[C:22]([F:25])([F:24])[F:23])=[O:6])[CH2:2]1.[NH2:26][OH:27].[OH-].[Na+]. (2) Given the product [Cl:1][C:2]1[S:6][C:5]([CH:7]=[O:8])=[CH:4][C:3]=1[CH:9]1[C:18]2[CH:17]=[C:16]([Cl:19])[N:15]=[CH:14][C:13]=2[CH2:12][CH2:11][O:10]1, predict the reactants needed to synthesize it. The reactants are: [Cl:1][C:2]1[S:6][C:5]([CH2:7][OH:8])=[CH:4][C:3]=1[CH:9]1[C:18]2[CH:17]=[C:16]([Cl:19])[N:15]=[CH:14][C:13]=2[CH2:12][CH2:11][O:10]1. (3) Given the product [CH3:13][C:14]([CH3:2])([CH2:19][C:31]1[CH:35]=[CH:24][C:23]([N+:20]([O-:22])=[O:21])=[CH:33][CH:32]=1)[C:15]([O:17][CH3:18])=[O:16], predict the reactants needed to synthesize it. The reactants are: [Li][CH2:2]CCC.C(NC(C)C)(C)C.[CH3:13][CH:14]([CH3:19])[C:15]([O:17][CH3:18])=[O:16].[N+:20]([CH:23](Br)[C:24]1C=CC=CC=1)([O-:22])=[O:21].[CH2:31]1[CH2:35]O[CH2:33][CH2:32]1. (4) Given the product [Cl:18][C:19]1[N:20]=[CH:21][C:22]([CH2:25][N:9]2[C:8]([CH3:7])=[CH:12][C:11]([C:13]([O:15][CH2:16][CH3:17])=[O:14])=[N:10]2)=[CH:23][CH:24]=1, predict the reactants needed to synthesize it. The reactants are: CC([O-])(C)C.[K+].[CH3:7][C:8]1[CH:12]=[C:11]([C:13]([O:15][CH2:16][CH3:17])=[O:14])[NH:10][N:9]=1.[Cl:18][C:19]1[CH:24]=[CH:23][C:22]([CH2:25]Cl)=[CH:21][N:20]=1. (5) Given the product [CH2:22]([O:21][C:16]1[CH:17]=[CH:18][CH:19]=[CH:20][C:15]=1[C:13]1[O:3][C:4](=[O:5])[C:6]2[CH2:11][CH2:10][CH2:9][CH2:8][C:7]=2[N:12]=1)[C:23]1[CH:24]=[CH:25][CH:26]=[CH:27][CH:28]=1, predict the reactants needed to synthesize it. The reactants are: C([O:3][C:4]([C:6]1[CH2:11][CH2:10][CH2:9][CH2:8][C:7]=1[NH:12][C:13]([C:15]1[CH:20]=[CH:19][CH:18]=[CH:17][C:16]=1[O:21][CH2:22][C:23]1[CH:28]=[CH:27][CH:26]=[CH:25][CH:24]=1)=O)=[O:5])C.[OH-].[K+].O.C(Cl)CCl.C1C=CC2N(O)N=NC=2C=1.C(N(CC)CC)C. (6) Given the product [N:16]1[C:25]2[C:20](=[CH:21][CH:22]=[CH:23][CH:24]=2)[C:19]([CH2:26][NH:2][CH:3]([CH3:9])[C:4]([O:6][CH3:7])=[O:5])=[CH:18][CH:17]=1, predict the reactants needed to synthesize it. The reactants are: Cl.[NH2:2][C:3]([CH3:9])(C)[C:4]([O:6][CH3:7])=[O:5].S([O-])([O-])(=O)=O.[Mg+2].[N:16]1[C:25]2[C:20](=[CH:21][CH:22]=[CH:23][CH:24]=2)[C:19]([CH:26]=O)=[CH:18][CH:17]=1.[BH4-].[Na+]. (7) Given the product [NH3:6].[CH3:2][OH:3].[CH2:13]([O:20][C:21](=[O:30])[CH2:22][C:23]1[CH:28]=[CH:27][CH:26]=[CH:25][C:24]=1[O:29][CH2:57][CH2:56][N:50]1[CH2:55][CH2:54][O:53][CH2:52][CH2:51]1)[C:14]1[CH:15]=[CH:16][CH:17]=[CH:18][CH:19]=1, predict the reactants needed to synthesize it. The reactants are: C[CH2:2][O:3]C(/[N:6]=N/C(OCC)=O)=O.[CH2:13]([O:20][C:21](=[O:30])[CH2:22][C:23]1[CH:28]=[CH:27][CH:26]=[CH:25][C:24]=1[OH:29])[C:14]1[CH:19]=[CH:18][CH:17]=[CH:16][CH:15]=1.C1(P(C2C=CC=CC=2)C2C=CC=CC=2)C=CC=CC=1.[N:50]1([CH2:56][CH2:57]O)[CH2:55][CH2:54][O:53][CH2:52][CH2:51]1. (8) Given the product [CH:27]1([C:30]([C:32]2[CH:37]=[C:36]([O:38][CH3:39])[CH:35]=[C:34]([Cl:42])[C:33]=2[OH:40])=[O:31])[CH2:29][CH2:28]1, predict the reactants needed to synthesize it. The reactants are: OC1C=CC(OC)=CC=1C1(C(C2(C3C=C(OC)C=CC=3O)CC2)=O)CC1.[CH:27]1([C:30]([C:32]2[CH:37]=[C:36]([O:38][CH3:39])[CH:35]=[CH:34][C:33]=2[O:40]C)=[O:31])[CH2:29][CH2:28]1.[Cl:42]N1C(=O)CCC1=O.O. (9) Given the product [CH3:12][O:11][N:10]=[C:8]1[CH2:7][N:6]([C:13]([O:15][C:16]([CH3:19])([CH3:18])[CH3:17])=[O:14])[C@H:5]([C:3]2[O:4][C:20](=[S:21])[NH:2][N:1]=2)[CH2:9]1, predict the reactants needed to synthesize it. The reactants are: [NH:1]([C:3]([C@@H:5]1[CH2:9][C:8](=[N:10][O:11][CH3:12])[CH2:7][N:6]1[C:13]([O:15][C:16]([CH3:19])([CH3:18])[CH3:17])=[O:14])=[O:4])[NH2:2].[C:20](=S)=[S:21].[OH-].[K+].